Predict the reaction yield, written as a fraction of the theoretical maximum amount of product (1.0 means a 100% yield; for example, 0.34 means a 34% yield). From a dataset of Reaction yield outcomes from USPTO patents with 853,638 reactions. (1) The reactants are [CH:1]1[C:13]2[CH:12]([CH2:14][O:15][C:16]([NH:18][C@:19]34[CH2:55][CH2:54][C@@H:53]([C:56]([CH3:58])=[CH2:57])[C@@H:20]3[C@@H:21]3[C@@:34]([CH3:37])([CH2:35][CH2:36]4)[C@@:33]4([CH3:38])[C@@H:24]([C@:25]5([CH3:52])[C@@H:30]([CH2:31][CH2:32]4)[C:29]([CH3:40])([CH3:39])[C:28]([C:41]4[CH:50]=[CH:49][C:44]([C:45]([O:47][CH3:48])=[O:46])=[C:43]([F:51])[CH:42]=4)=[CH:27][CH2:26]5)[CH2:23][CH2:22]3)=[O:17])[C:11]3[C:6](=[CH:7][CH:8]=[CH:9][CH:10]=3)[C:5]=2[CH:4]=[CH:3][CH:2]=1.ClC1C=C(C=CC=1)C(OO)=[O:64]. The catalyst is ClCCl. The product is [CH:10]1[C:11]2[CH:12]([CH2:14][O:15][C:16]([NH:18][C@:19]34[CH2:55][CH2:54][C@@H:53]([C:56]5([CH3:58])[CH2:57][O:64]5)[C@@H:20]3[C@@H:21]3[C@@:34]([CH3:37])([CH2:35][CH2:36]4)[C@@:33]4([CH3:38])[C@@H:24]([C@:25]5([CH3:52])[C@@H:30]([CH2:31][CH2:32]4)[C:29]([CH3:40])([CH3:39])[C:28]([C:41]4[CH:50]=[CH:49][C:44]([C:45]([O:47][CH3:48])=[O:46])=[C:43]([F:51])[CH:42]=4)=[CH:27][CH2:26]5)[CH2:23][CH2:22]3)=[O:17])[C:13]3[C:5](=[CH:4][CH:3]=[CH:2][CH:1]=3)[C:6]=2[CH:7]=[CH:8][CH:9]=1. The yield is 0.800. (2) The reactants are Cl[C:2]1[CH:7]=[C:6]([C:8]2[S:9][C:10]3[C:11](=[O:20])[NH:12][CH2:13][C:14]([CH3:19])([CH3:18])[CH2:15][C:16]=3[N:17]=2)[CH:5]=[CH:4][N:3]=1.[NH2:21][C:22]1[CH:31]=[CH:30][C:25]([C:26]([NH:28][CH3:29])=[O:27])=[CH:24][CH:23]=1.CC([O-])(C)C.[Na+].C1(C2C=CC=CC=2)C=CC=CC=1.C(P(C(C)(C)C)C1C=CC=CC=1C1C=CC=CC=1)(C)(C)C. The catalyst is C1(C)C=CC=CC=1.CC([O-])=O.CC([O-])=O.[Pd+2].O1CCOCC1. The product is [CH3:18][C:14]1([CH3:19])[CH2:13][NH:12][C:11](=[O:20])[C:10]2[S:9][C:8]([C:6]3[CH:5]=[CH:4][N:3]=[C:2]([NH:21][C:22]4[CH:23]=[CH:24][C:25]([C:26]([NH:28][CH3:29])=[O:27])=[CH:30][CH:31]=4)[CH:7]=3)=[N:17][C:16]=2[CH2:15]1. The yield is 0.190. (3) The reactants are [N:1]1([CH2:7][CH2:8][CH2:9][O:10][C:11]2[CH:16]=[CH:15][C:14]([NH2:17])=[CH:13][CH:12]=2)[CH2:6][CH2:5][CH2:4][CH2:3][CH2:2]1.[Cl:18][C:19]1[CH:20]=[C:21]2[C:25](=[CH:26][CH:27]=1)[NH:24][C:23](=[O:28])[C:22]2=[CH:29]O. No catalyst specified. The product is [Cl:18][C:19]1[CH:20]=[C:21]2[C:25](=[CH:26][CH:27]=1)[NH:24][C:23](=[O:28])[C:22]2=[CH:29][NH:17][C:14]1[CH:13]=[CH:12][C:11]([O:10][CH2:9][CH2:8][CH2:7][N:1]2[CH2:2][CH2:3][CH2:4][CH2:5][CH2:6]2)=[CH:16][CH:15]=1. The yield is 0.580. (4) The yield is 0.730. The product is [Br:1][C:2]1[CH:11]=[C:10]2[C:5]([N:6]=[CH:7][C:8]([N:12]3[CH2:13][CH2:14][N:15]([S:26]([C:21]4[CH:22]=[CH:23][CH:24]=[CH:25][C:20]=4[O:19][CH3:18])(=[O:28])=[O:27])[CH2:16][CH2:17]3)=[N:9]2)=[CH:4][CH:3]=1. The catalyst is N1C=CC=CC=1. The reactants are [Br:1][C:2]1[CH:11]=[C:10]2[C:5]([N:6]=[CH:7][C:8]([N:12]3[CH2:17][CH2:16][NH:15][CH2:14][CH2:13]3)=[N:9]2)=[CH:4][CH:3]=1.[CH3:18][O:19][C:20]1[CH:25]=[CH:24][CH:23]=[CH:22][C:21]=1[S:26](Cl)(=[O:28])=[O:27]. (5) No catalyst specified. The yield is 0.130. The reactants are [C:1]([C:5]1[O:9][N:8]=[C:7]([NH:10][C:11]([NH:13][C:14]2[CH:19]=[CH:18][CH:17]=[C:16]([O:20][C:21]3[C:30]4[C:25](=[CH:26][C:27]([O:33][CH2:34][CH2:35]Cl)=[C:28]([O:31][CH3:32])[CH:29]=4)[N:24]=[CH:23][N:22]=3)[CH:15]=2)=[O:12])[CH:6]=1)([CH3:4])([CH3:3])[CH3:2].[N:37]1([CH2:43][CH2:44][OH:45])[CH2:42][CH2:41][NH:40][CH2:39][CH2:38]1. The product is [C:1]([C:5]1[O:9][N:8]=[C:7]([NH:10][C:11]([NH:13][C:14]2[CH:19]=[CH:18][CH:17]=[C:16]([O:20][C:21]3[C:30]4[C:25](=[CH:26][C:27]([O:33][CH2:34][CH2:35][N:40]5[CH2:41][CH2:42][N:37]([CH2:43][CH2:44][OH:45])[CH2:38][CH2:39]5)=[C:28]([O:31][CH3:32])[CH:29]=4)[N:24]=[CH:23][N:22]=3)[CH:15]=2)=[O:12])[CH:6]=1)([CH3:4])([CH3:3])[CH3:2]. (6) The reactants are [CH:1]([C:3]1[CH:8]=[C:7]([O:9][CH3:10])[N:6]=[CH:5][C:4]=1[O:11][CH2:12][C:13]1[CH:14]=[N:15][CH:16]=[C:17]([CH:21]=1)[C:18]([O-:20])=[O:19])=[O:2].[OH-].[Na+]. The product is [CH:1]([C:3]1[CH:8]=[C:7]([O:9][CH3:10])[N:6]=[CH:5][C:4]=1[O:11][CH2:12][C:13]1[CH:14]=[N:15][CH:16]=[C:17]([CH:21]=1)[C:18]([OH:20])=[O:19])=[O:2]. The catalyst is CO.C1COCC1. The yield is 0.930. (7) The reactants are [CH:1]1([NH2:7])[CH2:6][CH2:5][CH2:4][CH2:3][CH2:2]1.C([O:10][C:11]([C:13]1[C:14](=[O:32])[N:15]([CH2:25][C:26]2[CH:31]=[CH:30][CH:29]=[CH:28][CH:27]=2)[C:16]2[C:21]([C:22]=1[OH:23])=[CH:20][C:19]([CH3:24])=[CH:18][CH:17]=2)=O)C. The catalyst is C1(C)C=CC=CC=1.O. The product is [CH:1]1([NH:7][C:11]([C:13]2[C:14](=[O:32])[N:15]([CH2:25][C:26]3[CH:27]=[CH:28][CH:29]=[CH:30][CH:31]=3)[C:16]3[C:21]([C:22]=2[OH:23])=[CH:20][C:19]([CH3:24])=[CH:18][CH:17]=3)=[O:10])[CH2:6][CH2:5][CH2:4][CH2:3][CH2:2]1. The yield is 0.950. (8) The reactants are Br[CH2:2][CH2:3][CH2:4][O:5][C:6]1[C:11]2[B:12]([OH:19])[O:13][CH:14]([CH2:15][N+:16]([O-:18])=[O:17])[C:10]=2[CH:9]=[CH:8][CH:7]=1.[CH:20]1([N:23]2[C:32]3[C:27](=[CH:28][C:29]([F:39])=[C:30]([N:33]4[CH2:38][CH2:37][NH:36][CH2:35][CH2:34]4)[CH:31]=3)[C:26](=[O:40])[C:25]([C:41]([O:43][CH2:44][C:45]3[CH:50]=[CH:49][CH:48]=[CH:47][CH:46]=3)=[O:42])=[CH:24]2)[CH2:22][CH2:21]1. The catalyst is CN(C=O)C. The product is [CH:20]1([N:23]2[C:32]3[C:27](=[CH:28][C:29]([F:39])=[C:30]([N:33]4[CH2:38][CH2:37][N:36]([CH2:2][CH2:3][CH2:4][O:5][C:6]5[C:11]6[B:12]([OH:19])[O:13][CH:14]([CH2:15][N+:16]([O-:18])=[O:17])[C:10]=6[CH:9]=[CH:8][CH:7]=5)[CH2:35][CH2:34]4)[CH:31]=3)[C:26](=[O:40])[C:25]([C:41]([O:43][CH2:44][C:45]3[CH:46]=[CH:47][CH:48]=[CH:49][CH:50]=3)=[O:42])=[CH:24]2)[CH2:22][CH2:21]1. The yield is 0.250. (9) The reactants are O[CH:2]=[C:3]1[C:11]2[C:6](=[CH:7][CH:8]=[CH:9][CH:10]=2)[NH:5][C:4]1=[O:12].[NH2:13][C:14]1[CH:19]=[CH:18][C:17]([NH:20][S:21]([NH2:24])(=[O:23])=[O:22])=[CH:16][CH:15]=1. No catalyst specified. The product is [O:12]=[C:4]1[C:3](=[CH:2][NH:13][C:14]2[CH:19]=[CH:18][C:17]([NH:20][S:21]([NH2:24])(=[O:23])=[O:22])=[CH:16][CH:15]=2)[C:11]2[C:6](=[CH:7][CH:8]=[CH:9][CH:10]=2)[NH:5]1. The yield is 0.520. (10) The reactants are [F:1][C:2]1[CH:16]=[CH:15][CH:14]=[C:13]([F:17])[C:3]=1[CH2:4][O:5][C:6]1[C:7]([NH2:12])=[N:8][CH:9]=[CH:10][CH:11]=1.Cl[CH:19]([C:25]([CH3:27])=O)[C:20]([O:22][CH2:23][CH3:24])=[O:21]. The catalyst is C(O)C. The product is [F:1][C:2]1[CH:16]=[CH:15][CH:14]=[C:13]([F:17])[C:3]=1[CH2:4][O:5][C:6]1[C:7]2[N:8]([C:19]([C:20]([O:22][CH2:23][CH3:24])=[O:21])=[C:25]([CH3:27])[N:12]=2)[CH:9]=[CH:10][CH:11]=1. The yield is 0.410.